From a dataset of NCI-60 drug combinations with 297,098 pairs across 59 cell lines. Regression. Given two drug SMILES strings and cell line genomic features, predict the synergy score measuring deviation from expected non-interaction effect. (1) Drug 1: C(=O)(N)NO. Cell line: CAKI-1. Synergy scores: CSS=23.3, Synergy_ZIP=-4.38, Synergy_Bliss=0.455, Synergy_Loewe=-27.4, Synergy_HSA=-0.178. Drug 2: C1=NC2=C(N=C(N=C2N1C3C(C(C(O3)CO)O)F)Cl)N. (2) Cell line: UACC62. Synergy scores: CSS=2.94, Synergy_ZIP=-2.90, Synergy_Bliss=-2.06, Synergy_Loewe=-2.19, Synergy_HSA=-1.55. Drug 1: CCC(=C(C1=CC=CC=C1)C2=CC=C(C=C2)OCCN(C)C)C3=CC=CC=C3.C(C(=O)O)C(CC(=O)O)(C(=O)O)O. Drug 2: C1=CC=C(C(=C1)C(C2=CC=C(C=C2)Cl)C(Cl)Cl)Cl.